Dataset: Reaction yield outcomes from USPTO patents with 853,638 reactions. Task: Predict the reaction yield, written as a fraction of the theoretical maximum amount of product (1.0 means a 100% yield; for example, 0.34 means a 34% yield). (1) The reactants are [C:1]([CH2:3][CH:4]1[C:26]2[C:21](=[CH:22][CH:23]=[CH:24][CH:25]=2)[C:6]2([CH2:11][CH2:10][N:9]([C:12]([NH:14][CH:15]3[CH2:20][CH2:19][CH2:18][CH2:17][CH2:16]3)=[O:13])[CH2:8][CH2:7]2)[CH2:5]1)#[N:2].[Sn]([N:31]=[N+:32]=[N-:33])(C)(C)C. The catalyst is C1(C)C=CC=CC=1. The product is [NH:31]1[C:1]([CH2:3][CH:4]2[C:26]3[C:21](=[CH:22][CH:23]=[CH:24][CH:25]=3)[C:6]3([CH2:11][CH2:10][N:9]([C:12]([NH:14][CH:15]4[CH:20]5[CH2:26][CH:4]6[CH2:5][CH:18]([CH2:17][CH:16]4[CH2:3]6)[CH2:19]5)=[O:13])[CH2:8][CH2:7]3)[CH2:5]2)=[N:2][N:33]=[N:32]1. The yield is 0.450. (2) The reactants are [C:1]1([C:7](Cl)([C:14]2[CH:19]=[CH:18][CH:17]=[CH:16][CH:15]=2)[C:8]2[CH:13]=[CH:12][CH:11]=[CH:10][CH:9]=2)[CH:6]=[CH:5][CH:4]=[CH:3][CH:2]=1.[CH3:21][CH2:22][CH2:23][CH2:24][C:25]1[N:29]([CH2:30][C:31]2[CH:36]=[CH:35][C:34]([C:37]3[C:42]([C:43]4[N-:47][N:46]=[N:45][N:44]=4)=[CH:41][CH:40]=[CH:39][CH:38]=3)=[CH:33][CH:32]=2)[C:28]([CH2:48][OH:49])=[C:27]([Cl:50])[N:26]=1.[K+]. The catalyst is C1COCC1. The product is [CH2:24]([C:25]1[N:29]([CH2:30][C:31]2[CH:36]=[CH:35][C:34]([C:37]3[CH:38]=[CH:39][CH:40]=[CH:41][C:42]=3[C:43]3[N:47]([C:7]([C:14]4[CH:19]=[CH:18][CH:17]=[CH:16][CH:15]=4)([C:8]4[CH:13]=[CH:12][CH:11]=[CH:10][CH:9]=4)[C:1]4[CH:6]=[CH:5][CH:4]=[CH:3][CH:2]=4)[N:46]=[N:45][N:44]=3)=[CH:33][CH:32]=2)[C:28]([CH2:48][OH:49])=[C:27]([Cl:50])[N:26]=1)[CH2:23][CH2:22][CH3:21]. The yield is 0.660. (3) The reactants are Br[C:2]1[CH:7]=[CH:6][C:5]([N:8]2[C:16]3[C:15]([OH:17])=[C:14]([C:18]4[CH:23]=[CH:22][CH:21]=[CH:20][CH:19]=4)[C:13](=[O:24])[NH:12][C:11]=3[CH:10]=[CH:9]2)=[CH:4][CH:3]=1.[OH:25][C:26]1[CH:31]=[CH:30][CH:29]=[CH:28][C:27]=1B(O)O.C([O-])([O-])=O.[Cs+].[Cs+]. The catalyst is O1CCOCC1.O.C1C=CC([P]([Pd]([P](C2C=CC=CC=2)(C2C=CC=CC=2)C2C=CC=CC=2)([P](C2C=CC=CC=2)(C2C=CC=CC=2)C2C=CC=CC=2)[P](C2C=CC=CC=2)(C2C=CC=CC=2)C2C=CC=CC=2)(C2C=CC=CC=2)C2C=CC=CC=2)=CC=1. The product is [OH:17][C:15]1[C:16]2[N:8]([C:5]3[CH:6]=[CH:7][C:2]([C:27]4[CH:28]=[CH:29][CH:30]=[CH:31][C:26]=4[OH:25])=[CH:3][CH:4]=3)[CH:9]=[CH:10][C:11]=2[NH:12][C:13](=[O:24])[C:14]=1[C:18]1[CH:23]=[CH:22][CH:21]=[CH:20][CH:19]=1. The yield is 0.171. (4) The product is [Br:16][C:17]1[C:26]([B:29]([OH:32])[OH:30])=[CH:25][C:24]2[C:19](=[CH:20][CH:21]=[C:22]([O:27][CH3:28])[CH:23]=2)[N:18]=1. The yield is 0.860. The catalyst is C1COCC1.CCOCC.O. The reactants are [Li]CCCC.CC1(C)CCCC(C)(C)N1.[Br:16][C:17]1[CH:26]=[CH:25][C:24]2[C:19](=[CH:20][CH:21]=[C:22]([O:27][CH3:28])[CH:23]=2)[N:18]=1.[B:29](OC)([O:32]C)[O:30]C.[OH-].[Na+]. (5) The yield is 0.0840. The reactants are C[O:2][C:3]([C:5]1[CH:6]=[N:7][C:8]([O:11][C:12]2[CH:17]=[CH:16][C:15]([CH:18]([CH3:32])[C:19]([C:25]3[CH:30]=[CH:29][N:28]=[C:27]([Cl:31])[CH:26]=3)([OH:24])[C:20]([F:23])([F:22])[F:21])=[C:14]([Cl:33])[CH:13]=2)=[N:9][CH:10]=1)=[O:4].[Li+].[OH-].Cl. The product is [Cl:33][C:14]1[CH:13]=[C:12]([CH:17]=[CH:16][C:15]=1[CH:18]([CH3:32])[C:19]([C:25]1[CH:30]=[CH:29][N:28]=[C:27]([Cl:31])[CH:26]=1)([OH:24])[C:20]([F:23])([F:21])[F:22])[O:11][C:8]1[N:7]=[CH:6][C:5]([C:3]([OH:4])=[O:2])=[CH:10][N:9]=1. The catalyst is C1COCC1.CO. (6) The reactants are [F:1][C:2]1[CH:7]=[CH:6][CH:5]=[CH:4][C:3]=1[CH:8]1[S:13][CH2:12][CH2:11][CH2:10][S:9]1.[Li]CCCC.Cl.Cl.Cl[CH2:22][C:23]1[N:28]=[C:27]2[S:29][C:30]([NH:32][CH:33]([CH3:35])[CH3:34])=[N:31][C:26]2=[CH:25][CH:24]=1.C([O-])(O)=O.[Na+]. The catalyst is C1COCC1.CCOC(C)=O. The product is [F:1][C:2]1[CH:7]=[CH:6][CH:5]=[CH:4][C:3]=1[C:8]1([CH2:22][C:23]2[N:28]=[C:27]3[S:29][C:30]([NH:32][CH:33]([CH3:35])[CH3:34])=[N:31][C:26]3=[CH:25][CH:24]=2)[S:9][CH2:10][CH2:11][CH2:12][S:13]1. The yield is 0.790. (7) The yield is 0.160. The catalyst is C1COCC1.CN(C1C=CN=CC=1)C. The reactants are [Cl:1][S:2]([C:5]1[C:15]([CH3:16])=[CH:14][C:8]([O:9][CH2:10][C:11](Cl)=[O:12])=[CH:7][C:6]=1[CH3:17])(=[O:4])=[O:3].[CH2:18]([OH:25])[C:19]1[CH:24]=[CH:23][CH:22]=[CH:21][CH:20]=1.CCN(CC)CC.Cl. The product is [Cl:1][S:2]([C:5]1[C:15]([CH3:16])=[CH:14][C:8]([O:9][CH2:10][C:11]([O:25][CH2:18][C:19]2[CH:24]=[CH:23][CH:22]=[CH:21][CH:20]=2)=[O:12])=[CH:7][C:6]=1[CH3:17])(=[O:4])=[O:3].